From a dataset of Reaction yield outcomes from USPTO patents with 853,638 reactions. Predict the reaction yield, written as a fraction of the theoretical maximum amount of product (1.0 means a 100% yield; for example, 0.34 means a 34% yield). (1) The reactants are B(F)(F)F.CCOCC.[CH2:10]([O:17][C@H:18]1[C@@H:23]([N:24]=[N+:25]=[N-:26])[C@@H:22]([CH2:27][O:28][CH2:29][C:30]2[CH:35]=[CH:34][CH:33]=[CH:32][CH:31]=2)[O:21][CH:20]=[CH:19]1)[C:11]1[CH:16]=[CH:15][CH:14]=[CH:13][CH:12]=1.[C:36]([OH:39])(=[O:38])[CH3:37].[C:40]([OH:43])(=[O:42])[CH3:41].IC1C=CC=CC=1.C(N(CC)CC)C. The catalyst is ClCCl. The product is [C:36]([O:39][C@@H:19]1[C@@H:18]([O:17][CH2:10][C:11]2[CH:12]=[CH:13][CH:14]=[CH:15][CH:16]=2)[C@@H:23]([N:24]=[N+:25]=[N-:26])[C@@H:22]([CH2:27][O:28][CH2:29][C:30]2[CH:35]=[CH:34][CH:33]=[CH:32][CH:31]=2)[O:21][C@H:20]1[O:43][C:40](=[O:42])[CH3:41])(=[O:38])[CH3:37]. The yield is 0.850. (2) The reactants are [BH4-].[Na+].[CH3:3][O:4][C:5](=[O:23])[CH2:6][CH2:7][CH2:8][O:9][C:10]1[CH:15]=[C:14]([N+:16]([O-:18])=[O:17])[C:13]([CH:19]=[O:20])=[CH:12][C:11]=1[O:21][CH3:22].CCOC(C)=O. The catalyst is C1COCC1. The product is [CH3:3][O:4][C:5](=[O:23])[CH2:6][CH2:7][CH2:8][O:9][C:10]1[CH:15]=[C:14]([N+:16]([O-:18])=[O:17])[C:13]([CH2:19][OH:20])=[CH:12][C:11]=1[O:21][CH3:22]. The yield is 0.640. (3) The reactants are C(NC(C)C)(C)C.[C:8](=[O:10])=O.C([Li])CCC.F[C:17]1[CH:22]=[CH:21][CH:20]=[C:19]([F:23])[N:18]=1.[CH:24]1([CH2:27][N:28]([CH2:31][CH:32]2[CH2:34][CH2:33]2)C=O)[CH2:26][CH2:25]1. The catalyst is CCOCC.CC(C)=O. The product is [CH:24]1([CH2:27][N:28]([CH2:31][CH:32]2[CH2:34][CH2:33]2)[C:17]2[C:22]([CH:8]=[O:10])=[CH:21][CH:20]=[C:19]([F:23])[N:18]=2)[CH2:26][CH2:25]1. The yield is 0.103. (4) The catalyst is CCO. The reactants are Br[CH2:2][C:3]([C:5]1[C:10]([CH3:11])=[CH:9][C:8]([O:12][C:13]2[CH:18]=[CH:17][C:16]([O:19][CH3:20])=[CH:15][N:14]=2)=[CH:7][C:6]=1[CH3:21])=O.[NH2:22][C:23]([NH2:25])=[S:24]. The product is [CH3:20][O:19][C:16]1[CH:17]=[CH:18][C:13]([O:12][C:8]2[CH:9]=[C:10]([CH3:11])[C:5]([C:3]3[N:22]=[C:23]([NH2:25])[S:24][CH:2]=3)=[C:6]([CH3:21])[CH:7]=2)=[N:14][CH:15]=1. The yield is 0.0570. (5) The reactants are [C:1]([O:5][C:6]([NH:8][C@@H:9]([CH2:14][O:15][CH2:16][C@H:17]([CH2:28][C:29]1[CH:34]=[CH:33][CH:32]=[CH:31][CH:30]=1)[C@@H:18]([CH2:21][C:22]1[CH:27]=[CH:26][CH:25]=[CH:24][CH:23]=1)[CH2:19][OH:20])[C:10]([O:12][CH3:13])=[O:11])=[O:7])([CH3:4])([CH3:3])[CH3:2].C(Cl)Cl.CS(C)=O.C(N(CC)CC)C. The catalyst is [NH4+].[Cl-]. The product is [C:1]([O:5][C:6]([NH:8][C@@H:9]([CH2:14][O:15][CH2:16][C@H:17]([CH2:28][C:29]1[CH:30]=[CH:31][CH:32]=[CH:33][CH:34]=1)[C@@H:18]([CH2:21][C:22]1[CH:27]=[CH:26][CH:25]=[CH:24][CH:23]=1)[CH:19]=[O:20])[C:10]([O:12][CH3:13])=[O:11])=[O:7])([CH3:4])([CH3:2])[CH3:3]. The yield is 0.970. (6) The reactants are [C:1]([C:4]1[CH:5]=[CH:6][C:7]2[O:12][CH2:11][C:10](=[O:13])[N:9]([CH2:14][CH2:15][N:16]3[CH2:21][CH2:20][CH:19]([NH2:22])[CH2:18][CH2:17]3)[C:8]=2[CH:23]=1)(=[O:3])[CH3:2].[O:24]=[C:25]1[CH2:30][O:29][C:28]2[CH:31]=[CH:32][C:33]([CH:35]=O)=[N:34][C:27]=2[NH:26]1.C([BH3-])#N.[Na+]. No catalyst specified. The product is [C:1]([C:4]1[CH:5]=[CH:6][C:7]2[O:12][CH2:11][C:10](=[O:13])[N:9]([CH2:14][CH2:15][N:16]3[CH2:17][CH2:18][CH:19]([NH:22][CH2:35][C:33]4[CH:32]=[CH:31][C:28]5[O:29][CH2:30][C:25](=[O:24])[NH:26][C:27]=5[N:34]=4)[CH2:20][CH2:21]3)[C:8]=2[CH:23]=1)(=[O:3])[CH3:2]. The yield is 0.0700.